Dataset: Reaction yield outcomes from USPTO patents with 853,638 reactions. Task: Predict the reaction yield, written as a fraction of the theoretical maximum amount of product (1.0 means a 100% yield; for example, 0.34 means a 34% yield). (1) The reactants are Cl[C:2]1[CH:7]=[C:6]([C:8]#[N:9])[CH:5]=[C:4]([N:10]([CH3:12])[CH3:11])[N:3]=1.[F:13][C:14]([F:25])([F:24])[C:15]1[CH:20]=[CH:19][C:18](B(O)O)=[CH:17][CH:16]=1.C(=O)([O-])[O-].[Cs+].[Cs+].CC(C1C=C(C(C)C)C(C2C=CC=CC=2P(C2CCCCC2)C2CCCCC2)=C(C(C)C)C=1)C. The catalyst is C([O-])(=O)C.[Pd+2].C([O-])(=O)C.O1CCOCC1. The product is [CH3:11][N:10]([C:4]1[CH:5]=[C:6]([C:8]#[N:9])[CH:7]=[C:2]([C:18]2[CH:19]=[CH:20][C:15]([C:14]([F:25])([F:24])[F:13])=[CH:16][CH:17]=2)[N:3]=1)[CH3:12]. The yield is 0.680. (2) The catalyst is CN(C)C=O.O. The yield is 0.830. The reactants are CC(C)([O-])C.[K+].[F:7][C:8]1[CH:9]=[C:10]([CH:13]=[CH:14][C:15]=1[OH:16])[CH:11]=[O:12].Br[CH2:18][CH2:19][CH2:20][O:21][C:22]1[CH:27]=[CH:26][C:25]([C:28]2[CH:33]=[CH:32][CH:31]=[CH:30][CH:29]=2)=[CH:24][CH:23]=1. The product is [C:25]1([C:28]2[CH:29]=[CH:30][CH:31]=[CH:32][CH:33]=2)[CH:24]=[CH:23][C:22]([O:21][CH2:20][CH2:19][CH2:18][O:16][C:15]2[CH:14]=[CH:13][C:10]([CH:11]=[O:12])=[CH:9][C:8]=2[F:7])=[CH:27][CH:26]=1. (3) The reactants are [C:1]([O:7][C:8]([CH3:11])([CH3:10])[CH3:9])(=[O:6])[CH2:2][C:3]([CH3:5])=O.[Cl:12][C:13]1[CH:20]=[CH:19][CH:18]=[CH:17][C:14]=1[CH:15]=O.[NH4+:21].[OH-:22]. The catalyst is CCO. The product is [Cl:12][C:13]1[CH:20]=[CH:19][CH:18]=[CH:17][C:14]=1[CH:15]1[C:2]([C:1]([O:7][C:8]([CH3:11])([CH3:10])[CH3:9])=[O:6])=[C:3]([CH3:5])[NH:21][C:3]([CH3:5])=[C:2]1[C:1]([O:7][C:8]([CH3:11])([CH3:10])[CH3:9])=[O:22]. The yield is 0.320. (4) The reactants are CO[C:3]([C:5]1[S:9][C:8](/[CH:10]=[CH:11]/[C:12]2[C:13]([C:18]3[CH:23]=[CH:22][CH:21]=[CH:20][CH:19]=3)=[N:14][O:15][C:16]=2[CH3:17])=[N:7][C:6]=1[CH3:24])=[O:4].[NH2:25][CH:26]1[CH2:30][CH2:29][O:28][CH2:27]1. No catalyst specified. The product is [O:28]1[CH2:29][CH2:30][CH:26]([NH:25][C:3]([C:5]2[S:9][C:8](/[CH:10]=[CH:11]/[C:12]3[C:13]([C:18]4[CH:19]=[CH:20][CH:21]=[CH:22][CH:23]=4)=[N:14][O:15][C:16]=3[CH3:17])=[N:7][C:6]=2[CH3:24])=[O:4])[CH2:27]1. The yield is 0.430. (5) The reactants are [F:1][C:2]1[C:10]([CH3:11])=[CH:9][C:8]([C:12]2[CH:17]=[CH:16][CH:15]=[C:14]([F:18])[CH:13]=2)=[CH:7][C:3]=1[C:4]([OH:6])=O.C(Cl)(C(Cl)=O)=O.[NH2:25][C:26]1[C:27]([CH3:34])=[C:28]([OH:33])[CH:29]=[CH:30][C:31]=1[F:32].C([O-])(O)=O.[Na+].Cl. The catalyst is C(Cl)Cl.CN(C=O)C.C1COCC1.O. The product is [F:1][C:2]1[C:10]([CH3:11])=[CH:9][C:8]([C:12]2[CH:17]=[CH:16][CH:15]=[C:14]([F:18])[CH:13]=2)=[CH:7][C:3]=1[C:4]([NH:25][C:26]1[C:31]([F:32])=[CH:30][CH:29]=[C:28]([OH:33])[C:27]=1[CH3:34])=[O:6]. The yield is 0.530.